This data is from Forward reaction prediction with 1.9M reactions from USPTO patents (1976-2016). The task is: Predict the product of the given reaction. (1) Given the reactants O=[C:2]1[CH2:8][CH2:7][N:6]([C:9]([O:11][C:12]([CH3:15])([CH3:14])[CH3:13])=[O:10])[CH2:5][CH2:4][CH:3]1[C:16]([O:18]CC)=O.[C:21]1([CH2:27][C:28]([NH2:30])=[NH:29])[CH:26]=[CH:25][CH:24]=[CH:23][CH:22]=1.C[O-].[Na+], predict the reaction product. The product is: [CH2:27]([C:28]1[NH:30][C:16](=[O:18])[C:3]2[CH2:4][CH2:5][N:6]([C:9]([O:11][C:12]([CH3:13])([CH3:14])[CH3:15])=[O:10])[CH2:7][CH2:8][C:2]=2[N:29]=1)[C:21]1[CH:26]=[CH:25][CH:24]=[CH:23][CH:22]=1. (2) Given the reactants [CH3:1][S:2]([C:5]1[CH:10]=[CH:9][C:8]([CH:11]([CH2:15][CH:16]2[CH2:21][CH2:20][CH2:19][CH2:18][O:17]2)[C:12](O)=[O:13])=[CH:7][C:6]=1[C:22]([F:25])([F:24])[F:23])(=[O:4])=[O:3].C(Cl)(=O)C(Cl)=O.[NH2:32][C:33]1[S:34][CH:35]=[CH:36][N:37]=1.N1C(C)=CC=CC=1C, predict the reaction product. The product is: [CH3:1][S:2]([C:5]1[CH:10]=[CH:9][C:8]([CH:11]([CH2:15][CH:16]2[CH2:21][CH2:20][CH2:19][CH2:18][O:17]2)[C:12]([NH:32][C:33]2[S:34][CH:35]=[CH:36][N:37]=2)=[O:13])=[CH:7][C:6]=1[C:22]([F:24])([F:23])[F:25])(=[O:3])=[O:4]. (3) The product is: [F:1][C:2]1[CH:9]=[C:8]([S:19]([C:18]([F:31])([F:30])[F:17])(=[O:21])=[O:20])[CH:7]=[CH:6][C:3]=1[C:4]#[N:5]. Given the reactants [F:1][C:2]1[CH:9]=[C:8](O)[CH:7]=[CH:6][C:3]=1[C:4]#[N:5].N1C=CC=CC=1.[F:17][C:18]([F:31])([F:30])[S:19](O[S:19]([C:18]([F:31])([F:30])[F:17])(=[O:21])=[O:20])(=[O:21])=[O:20], predict the reaction product.